This data is from Catalyst prediction with 721,799 reactions and 888 catalyst types from USPTO. The task is: Predict which catalyst facilitates the given reaction. (1) Reactant: [C:1]([O:5][CH3:6])(=[O:4])[CH2:2][CH3:3].[Li+].CC([N-]C(C)C)C.[CH3:15][C:16]([S:19]([N:21]=[C:22]1[CH2:25][O:24][CH2:23]1)=[O:20])([CH3:18])[CH3:17]. The catalyst class is: 1. Product: [C:16]([S:19]([NH:21][C:22]1([CH:2]([CH3:3])[C:1]([O:5][CH3:6])=[O:4])[CH2:25][O:24][CH2:23]1)=[O:20])([CH3:15])([CH3:17])[CH3:18]. (2) Reactant: [C:1]([CH2:3][C:4](=[S:6])[NH2:5])#[N:2].[F:7][C:8]([F:20])([F:19])[C:9](=O)[CH2:10][C:11]([C:13]1[S:14][CH:15]=[CH:16][CH:17]=1)=O.C(N(CC)CC)C. The catalyst class is: 40. Product: [SH:6][C:4]1[N:5]=[C:11]([C:13]2[S:14][CH:15]=[CH:16][CH:17]=2)[CH:10]=[C:9]([C:8]([F:20])([F:7])[F:19])[C:3]=1[C:1]#[N:2]. (3) Product: [F:1][C:2]1[CH:7]=[C:6]([S:8][CH3:9])[CH:5]=[CH:4][C:3]=1[C:10]1[CH:15]=[N:14][C:13]([O:16][CH:22]([CH:24]2[CH2:25][CH2:26][N:27]([C:30]3[O:34][N:33]=[C:32]([CH:35]([CH3:36])[CH3:37])[N:31]=3)[CH2:28][CH2:29]2)[CH3:23])=[CH:12][N:11]=1. Reactant: [F:1][C:2]1[CH:7]=[C:6]([S:8][CH3:9])[CH:5]=[CH:4][C:3]=1[C:10]1[N:11]=[CH:12][C:13]([OH:16])=[N:14][CH:15]=1.CS(O[C@@H:22]([CH:24]1[CH2:29][CH2:28][N:27]([C:30]2[O:34][N:33]=[C:32]([CH:35]([CH3:37])[CH3:36])[N:31]=2)[CH2:26][CH2:25]1)[CH3:23])(=O)=O.C([O-])([O-])=O.[K+].[K+].O. The catalyst class is: 3. (4) Reactant: [CH:1]1([C:4]2[CH:8]=[C:7]([CH:9]3[CH2:11][CH2:10]3)[N:6]([C:12]3[CH:17]=[CH:16][C:15]([NH:18][C:19](=[O:27])[CH2:20][C:21]4[CH:26]=[CH:25][N:24]=[CH:23][CH:22]=4)=[CH:14][CH:13]=3)[N:5]=2)[CH2:3][CH2:2]1.N1C=CC(CC(O)=O)=CC=1.[ClH:38]. Product: [ClH:38].[CH:1]1([C:4]2[CH:8]=[C:7]([CH:9]3[CH2:10][CH2:11]3)[N:6]([C:12]3[CH:13]=[CH:14][C:15]([NH:18][C:19](=[O:27])[CH2:20][C:21]4[CH:26]=[CH:25][N:24]=[CH:23][CH:22]=4)=[CH:16][CH:17]=3)[N:5]=2)[CH2:3][CH2:2]1. The catalyst class is: 27. (5) Reactant: [Cl:1][C:2]1[N:7]=[N:6][C:5]([N:8]2[C:15]3[C@@H:14]4[CH2:16][C@@H:13]4[CH2:12][C:11]=3[C:10]([C:17]([OH:19])=O)=[N:9]2)=[CH:4][CH:3]=1.COC1N=NC(N2C3[C@@H]4C[C@@H]4CC=3C(C(O)=O)=N2)=CC=1.[NH2:40][C:41]([CH3:45])([CH3:44])[CH2:42][OH:43].C(N(CC)CC)C.CN(C(ON1N=NC2C=CC=NC1=2)=[N+](C)C)C.F[P-](F)(F)(F)(F)F. Product: [OH:43][CH2:42][C:41]([NH:40][C:17]([C:10]1[C:11]2[CH2:12][C@H:13]3[CH2:16][C@H:14]3[C:15]=2[N:8]([C:5]2[N:6]=[N:7][C:2]([Cl:1])=[CH:3][CH:4]=2)[N:9]=1)=[O:19])([CH3:45])[CH3:44]. The catalyst class is: 3.